Dataset: Reaction yield outcomes from USPTO patents with 853,638 reactions. Task: Predict the reaction yield, written as a fraction of the theoretical maximum amount of product (1.0 means a 100% yield; for example, 0.34 means a 34% yield). (1) The reactants are [Li+].CC([N-]C(C)C)C.[CH3:9][C:10]1[N:11]=[N:12][CH:13]=[CH:14][CH:15]=1.C([Si](C)(C)[O:21][CH2:22][CH2:23][CH:24]1[CH2:32][C:31]2[C:26](=[CH:27][CH:28]=[C:29]([F:33])[CH:30]=2)[C:25]1=O)(C)(C)C. The product is [F:33][C:29]1[CH:30]=[C:31]2[C:26]([C:25]([CH2:9][C:10]3[N:11]=[N:12][CH:13]=[CH:14][CH:15]=3)=[C:24]([CH2:23][CH2:22][OH:21])[CH2:32]2)=[CH:27][CH:28]=1. The yield is 0.400. The catalyst is C1COCC1. (2) The yield is 0.910. The reactants are Br[CH2:2][C:3]1[CH:8]=[CH:7][C:6]([Cl:9])=[C:5]([F:10])[CH:4]=1.[NH:11]1[CH:15]=[CH:14][CH:13]=[N:12]1.C([O-])([O-])=O.[K+].[K+]. The product is [Cl:9][C:6]1[CH:7]=[CH:8][C:3]([CH2:2][N:11]2[CH:15]=[CH:14][CH:13]=[N:12]2)=[CH:4][C:5]=1[F:10]. The catalyst is CN(C=O)C. (3) The catalyst is CCO. The product is [NH2:6][C:5]1[N:19]([C:16]2[CH:17]=[CH:18][C:13]([C:11]#[N:12])=[CH:14][CH:15]=2)[N:20]=[C:3]([C:2]([CH3:9])([CH3:8])[CH3:1])[CH:4]=1. The reactants are [CH3:1][C:2]([CH3:9])([CH3:8])[C:3](=O)[CH2:4][C:5]#[N:6].Cl.[C:11]([C:13]1[CH:18]=[CH:17][C:16]([NH:19][NH2:20])=[CH:15][CH:14]=1)#[N:12]. The yield is 0.180. (4) The reactants are [NH2:1][C:2]1[CH:7]=[CH:6][N:5]=[CH:4][C:3]=1[CH2:8][CH:9]([C:11]1[C:12](F)=[N:13][CH:14]=[CH:15][CH:16]=1)[OH:10].CC(C)([O-])C.[K+].[Na+].[Cl-].O.Cl. The catalyst is C1COCC1. The product is [N:13]1[C:12]2[NH:1][C:2]3[CH:7]=[CH:6][N:5]=[CH:4][C:3]=3[CH2:8][CH:9]([OH:10])[C:11]=2[CH:16]=[CH:15][CH:14]=1. The yield is 0.890.